From a dataset of Forward reaction prediction with 1.9M reactions from USPTO patents (1976-2016). Predict the product of the given reaction. Given the reactants [O:1]=[C:2]1[C:10]2[C:5](=[CH:6][CH:7]=[CH:8][CH:9]=2)[C:4](=[O:11])[N:3]1[CH:12]1[CH2:25][C:15]2[NH:16][C:17]3[CH:18]=[CH:19][C:20]([C:23]#[N:24])=[CH:21][C:22]=3[C:14]=2[CH2:13]1.Br[CH2:27][C:28]1[CH:33]=[CH:32][CH:31]=[C:30]([F:34])[N:29]=1.C(=O)([O-])[O-].[Cs+].[Cs+].C(OCC)(=O)C, predict the reaction product. The product is: [O:11]=[C:4]1[C:5]2[C:10](=[CH:9][CH:8]=[CH:7][CH:6]=2)[C:2](=[O:1])[N:3]1[CH:12]1[CH2:25][C:15]2[N:16]([CH2:27][C:28]3[CH:33]=[CH:32][CH:31]=[C:30]([F:34])[N:29]=3)[C:17]3[CH:18]=[CH:19][C:20]([C:23]#[N:24])=[CH:21][C:22]=3[C:14]=2[CH2:13]1.